From a dataset of Forward reaction prediction with 1.9M reactions from USPTO patents (1976-2016). Predict the product of the given reaction. (1) Given the reactants [Si]([O:8][CH2:9][CH2:10][O:11][C:12]1[C:16]([CH3:17])=[C:15]([NH:18][C:19]([NH:21][C@H:22]2[C@H:26]([C:27]3[CH:32]=[CH:31][C:30]([F:33])=[C:29]([F:34])[CH:28]=3)[CH2:25][N:24]([CH2:35][CH2:36][O:37][CH3:38])[CH2:23]2)=[O:20])[N:14]([C:39]2[CH:44]=[CH:43][CH:42]=[CH:41][CH:40]=2)[N:13]=1)(C(C)(C)C)(C)C.[ClH:45], predict the reaction product. The product is: [ClH:45].[F:34][C:29]1[CH:28]=[C:27]([C@@H:26]2[CH2:25][N:24]([CH2:35][CH2:36][O:37][CH3:38])[CH2:23][C@H:22]2[NH:21][C:19]([NH:18][C:15]2[N:14]([C:39]3[CH:40]=[CH:41][CH:42]=[CH:43][CH:44]=3)[N:13]=[C:12]([O:11][CH2:10][CH2:9][OH:8])[C:16]=2[CH3:17])=[O:20])[CH:32]=[CH:31][C:30]=1[F:33]. (2) Given the reactants [C:1]([O:5][C:6]([NH:8][CH2:9][C:10]1[C:11]([CH2:36][CH:37]([CH3:39])[CH3:38])=[N:12][C:13]2[C:18]([C:19]=1[C:20]1[CH:25]=[CH:24][C:23]([CH3:26])=[CH:22][CH:21]=1)=[CH:17][C:16]([O:27][CH:28]([CH2:34][CH3:35])C(OCC)=O)=[CH:15][CH:14]=2)=[O:7])([CH3:4])([CH3:3])[CH3:2].[CH2:40]([OH:42])C.[OH-:43].[Na+].Cl, predict the reaction product. The product is: [C:1]([O:5][C:6]([NH:8][CH2:9][C:10]1[C:11]([CH2:36][CH:37]([CH3:39])[CH3:38])=[N:12][C:13]2[C:18]([C:19]=1[C:20]1[CH:25]=[CH:24][C:23]([CH3:26])=[CH:22][CH:21]=1)=[CH:17][C:16]([O:27][CH2:28][CH2:34][CH2:35][C:40]([OH:42])=[O:43])=[CH:15][CH:14]=2)=[O:7])([CH3:2])([CH3:3])[CH3:4]. (3) Given the reactants [Cl:1][C:2]1[CH:10]=[CH:9][C:8]([S:11][CH3:12])=[CH:7][C:3]=1[C:4]([OH:6])=[O:5].[C:13](=O)([O-])[O-].[K+].[K+].CI.C(OCC)C, predict the reaction product. The product is: [Cl:1][C:2]1[CH:10]=[CH:9][C:8]([S:11][CH3:12])=[CH:7][C:3]=1[C:4]([O:6][CH3:13])=[O:5]. (4) Given the reactants [C:1]1([S:11](Cl)(=[O:13])=[O:12])[C:10]2[C:5](=[CH:6][CH:7]=[CH:8][CH:9]=2)[CH:4]=[CH:3][CH:2]=1.C(N(CC)CC)C.[C:22]([O:26][C:27]([N:29]1[CH2:34][CH2:33][NH:32][CH2:31][CH2:30]1)=[O:28])([CH3:25])([CH3:24])[CH3:23], predict the reaction product. The product is: [C:1]1([S:11]([N:32]2[CH2:31][CH2:30][N:29]([C:27]([O:26][C:22]([CH3:25])([CH3:24])[CH3:23])=[O:28])[CH2:34][CH2:33]2)(=[O:13])=[O:12])[C:10]2[C:5](=[CH:6][CH:7]=[CH:8][CH:9]=2)[CH:4]=[CH:3][CH:2]=1. (5) The product is: [Cl:1][C:2]1[CH:3]=[CH:4][C:5]([CH2:6][NH:7][C:8]([C:10]2[C:11](=[O:23])[C:12]3[S:19][C:18]([CH2:20][N:27]([CH2:28][CH:29]([OH:30])[C:31]4[CH:32]=[CH:33][N:34]=[CH:35][CH:36]=4)[CH3:26])=[C:17]([CH3:22])[C:13]=3[N:14]([CH3:16])[CH:15]=2)=[O:9])=[CH:24][CH:25]=1. Given the reactants [Cl:1][C:2]1[CH:25]=[CH:24][C:5]([CH2:6][NH:7][C:8]([C:10]2[C:11](=[O:23])[C:12]3[S:19][C:18]([CH2:20]Cl)=[C:17]([CH3:22])[C:13]=3[N:14]([CH3:16])[CH:15]=2)=[O:9])=[CH:4][CH:3]=1.[CH3:26][NH:27][CH2:28][CH:29]([C:31]1[CH:36]=[CH:35][N:34]=[CH:33][CH:32]=1)[OH:30].C(N(C(C)C)CC)(C)C, predict the reaction product. (6) Given the reactants [Cl:1][C:2]1[CH:26]=[CH:25][C:5]([O:6][CH2:7][C:8]2[NH:9][C:10]3[C:16]([O:17][CH2:18][C:19]4[CH:24]=[CH:23][CH:22]=[CH:21][CH:20]=4)=[CH:15][CH:14]=[CH:13][C:11]=3[N:12]=2)=[CH:4][CH:3]=1.[H-].[Na+].ClC1C=CC(OCC2N(C[CH2:42][CH2:43][CH:44]3[CH2:49][CH2:48][CH2:47][N:46]([C:50]([O:52][C:53]([CH3:56])([CH3:55])[CH3:54])=[O:51])[CH2:45]3)C3C=CC=C(OC[CH2:42][CH2:43][CH:44]4[CH2:49][CH2:48][CH2:47][N:46]([C:50]([O:52][C:53]([CH3:55])([CH3:54])[CH3:56])=[O:51])[CH2:45]4)C=3N=2)=CC=1, predict the reaction product. The product is: [Cl:1][C:2]1[CH:3]=[CH:4][C:5]([O:6][CH2:7][C:8]2[N:12]([CH2:42][CH2:43][CH:44]3[CH2:49][CH2:48][CH2:47][N:46]([C:50]([O:52][C:53]([CH3:54])([CH3:56])[CH3:55])=[O:51])[CH2:45]3)[C:11]3[CH:13]=[CH:14][CH:15]=[C:16]([O:17][CH2:18][C:19]4[CH:20]=[CH:21][CH:22]=[CH:23][CH:24]=4)[C:10]=3[N:9]=2)=[CH:25][CH:26]=1.